From a dataset of Full USPTO retrosynthesis dataset with 1.9M reactions from patents (1976-2016). Predict the reactants needed to synthesize the given product. (1) Given the product [C:15]1([CH3:16])[CH:5]=[CH:4][CH:3]=[C:2]([C@H:7]2[CH2:12][CH2:11][CH2:10][CH2:9][C@H:8]2[NH2:21])[CH:1]=1, predict the reactants needed to synthesize it. The reactants are: [C:1]1(C)C=[CH:5][CH:4]=[CH:3][C:2]=1[CH:7]1[CH2:12][CH2:11][CH2:10][CH2:9][C:8]1=O.[C:15]([O-])(=O)[CH3:16].[NH4+].C([BH3-])#[N:21].[Na+].C([O-])(O)=O.[Na+]. (2) Given the product [CH-:5]1[CH:6]=[CH:1][CH:9]=[CH:7]1.[CH-:12]1[CH:16]=[CH:15][CH:14]=[CH:13]1.[Fe+2:22], predict the reactants needed to synthesize it. The reactants are: [C:1]1([CH3:9])[CH:6]=[C:5]([CH3:7])C=C(C)C=1.C([C-:12]1[CH:16]=[CH:15][CH:14]=[CH:13]1)=C.[CH-]1C=CC=C1.[Fe+2:22].[C-]1(C=O)C=CC=C1.[CH-]1C=CC=C1.[Fe+2]. (3) Given the product [C:1]([O:4][C@H:5]1[C@@H:19]([O:20][C:21](=[O:23])[CH3:22])[C@H:18]([O:24][C:25](=[O:27])[CH3:26])[C@@H:17]([CH2:28][O:29][C:30](=[O:32])[CH3:31])[O:16][C@@H:6]1[O:7][C:8]1[CH:13]=[CH:12][C:11]([N:40]2[C:37]3=[N:38][CH:39]=[C:34]([Cl:33])[CH:35]=[C:36]3[CH:42]=[CH:41]2)=[CH:10][C:9]=1[Cl:15])(=[O:3])[CH3:2], predict the reactants needed to synthesize it. The reactants are: [C:1]([O:4][C@H:5]1[C@@H:19]([O:20][C:21](=[O:23])[CH3:22])[C@H:18]([O:24][C:25](=[O:27])[CH3:26])[C@@H:17]([CH2:28][O:29][C:30](=[O:32])[CH3:31])[O:16][C@@H:6]1[O:7][C:8]1[CH:13]=[CH:12][C:11](I)=[CH:10][C:9]=1[Cl:15])(=[O:3])[CH3:2].[Cl:33][C:34]1[CH:35]=[C:36]2[CH:42]=[CH:41][NH:40][C:37]2=[N:38][CH:39]=1.[O-]P([O-])([O-])=O.[K+].[K+].[K+].[C@@H]1(N)CCCC[C@H]1N. (4) Given the product [F:34][C:2]([F:1])([F:33])[O:3][C:4]1[CH:5]=[CH:6][C:7]([N:10]2[CH:14]=[N:13][C:12]([C:15]3[CH:32]=[CH:31][C:18]([CH2:19][NH2:20])=[CH:17][CH:16]=3)=[N:11]2)=[CH:8][CH:9]=1, predict the reactants needed to synthesize it. The reactants are: [F:1][C:2]([F:34])([F:33])[O:3][C:4]1[CH:9]=[CH:8][C:7]([N:10]2[CH:14]=[N:13][C:12]([C:15]3[CH:32]=[CH:31][C:18]([CH2:19][NH:20]C(=O)OCC4C=CC=CC=4)=[CH:17][CH:16]=3)=[N:11]2)=[CH:6][CH:5]=1.C(O)(=O)C.C(OCC)C.